This data is from Full USPTO retrosynthesis dataset with 1.9M reactions from patents (1976-2016). The task is: Predict the reactants needed to synthesize the given product. (1) The reactants are: CO.C(=O)([O-])[O-].[Na+].[Na+].Br[C:10]1[CH:11]=[C:12]([F:25])[C:13]([C:16]#[C:17][Si:18]([C:21]([CH3:24])([CH3:23])[CH3:22])([CH3:20])[CH3:19])=[N:14][CH:15]=1.[Cl:26][C:27]1[CH:32]=[CH:31][C:30](OB(O)O)=[CH:29][CH:28]=1. Given the product [Si:18]([C:17]#[C:16][C:13]1[C:12]([F:25])=[CH:11][C:10]([C:30]2[CH:31]=[CH:32][C:27]([Cl:26])=[CH:28][CH:29]=2)=[CH:15][N:14]=1)([C:21]([CH3:24])([CH3:23])[CH3:22])([CH3:20])[CH3:19], predict the reactants needed to synthesize it. (2) Given the product [OH:9][CH:8]([C:7]1[CH:6]=[CH:5][C:4]([N+:1]([O-:3])=[O:2])=[CH:11][CH:10]=1)[CH2:14][C:15](=[O:16])[CH3:17], predict the reactants needed to synthesize it. The reactants are: [N+:1]([C:4]1[CH:11]=[CH:10][C:7]([CH:8]=[O:9])=[CH:6][CH:5]=1)([O-:3])=[O:2].N#N.[CH3:14][C:15]([CH3:17])=[O:16]. (3) The reactants are: C[N:2]([CH:4]=[C:5]1[C:26](=[O:27])[C:10]2=[N:11][CH:12]=[C:13]([N:15]3[CH2:19][C@H:18]([CH2:20][NH:21][C:22](=[O:24])[CH3:23])[O:17][C:16]3=[O:25])[CH:14]=[C:9]2[CH2:8][CH2:7][CH2:6]1)C.NOS(O)(=O)=O.C(=O)(O)[O-].[Na+].O. Given the product [O:27]1[C:26]2[C:10]3[N:11]=[CH:12][C:13]([N:15]4[CH2:19][C@H:18]([CH2:20][NH:21][C:22](=[O:24])[CH3:23])[O:17][C:16]4=[O:25])=[CH:14][C:9]=3[CH2:8][CH2:7][CH2:6][C:5]=2[CH:4]=[N:2]1, predict the reactants needed to synthesize it. (4) Given the product [CH3:7][C:8]1[CH:9]=[CH:10][C:11]([CH2:12][N:13]2[CH:17]=[C:16]([CH2:18][OH:19])[CH:15]=[N:14]2)=[CH:23][CH:24]=1, predict the reactants needed to synthesize it. The reactants are: [H-].[Al+3].[Li+].[H-].[H-].[H-].[CH3:7][C:8]1[CH:24]=[CH:23][C:11]([CH2:12][N:13]2[CH:17]=[C:16]([C:18](OCC)=[O:19])[CH:15]=[N:14]2)=[CH:10][CH:9]=1. (5) Given the product [C:1]([O:5][C:6]([C@H:8]1[CH2:10][C@@H:9]1[C@@:11]([CH3:27])([NH:20][S@@:21]([C:23]([CH3:26])([CH3:25])[CH3:24])=[O:22])[C:12]([F:13])([F:14])[CH2:15][OH:16])=[O:7])([CH3:4])([CH3:2])[CH3:3], predict the reactants needed to synthesize it. The reactants are: [C:1]([O:5][C:6]([C@H:8]1[CH2:10][C@@H:9]1[C@@:11]([CH3:27])([NH:20][S@@:21]([C:23]([CH3:26])([CH3:25])[CH3:24])=[O:22])[C:12]([C:15](OCC)=[O:16])([F:14])[F:13])=[O:7])([CH3:4])([CH3:3])[CH3:2].[BH4-].[Li+].C(O)(=O)C.O.